From a dataset of Reaction yield outcomes from USPTO patents with 853,638 reactions. Predict the reaction yield, written as a fraction of the theoretical maximum amount of product (1.0 means a 100% yield; for example, 0.34 means a 34% yield). (1) The reactants are Br[CH2:2][C:3]1[CH:8]=[CH:7][C:6]([B:9]2[O:17][C:14]([CH3:16])([CH3:15])[C:11]([CH3:13])([CH3:12])[O:10]2)=[CH:5][CH:4]=1.[CH3:18][C:19]1[NH:20][C:21]2[CH:27]=[CH:26][CH:25]=[CH:24][C:22]=2[N:23]=1.[I-].[K+].C([O-])([O-])=O.[K+].[K+]. The catalyst is CC(C)=O.O. The product is [CH3:18][C:19]1[N:23]([CH2:2][C:3]2[CH:8]=[CH:7][C:6]([B:9]3[O:17][C:14]([CH3:16])([CH3:15])[C:11]([CH3:13])([CH3:12])[O:10]3)=[CH:5][CH:4]=2)[C:22]2[CH:24]=[CH:25][CH:26]=[CH:27][C:21]=2[N:20]=1. The yield is 0.350. (2) The reactants are [OH:1][CH:2]1[C:6]([CH3:8])([CH3:7])[O:5][C:4](=[O:9])[N:3]1[CH2:10][C:11]1[CH:16]=[CH:15][CH:14]=[CH:13][C:12]=1[N+:17]([O-:19])=[O:18].O.[C:21]1(C)C=CC(S(O)(=O)=O)=CC=1. The catalyst is CO. The product is [CH3:21][O:1][CH:2]1[C:6]([CH3:7])([CH3:8])[O:5][C:4](=[O:9])[N:3]1[CH2:10][C:11]1[CH:16]=[CH:15][CH:14]=[CH:13][C:12]=1[N+:17]([O-:19])=[O:18]. The yield is 0.960. (3) The reactants are CC1(C)C(C)(C)OB([C:9]2[CH:10]=[CH:11][CH:12]=[N:13][CH:14]=2)O1.[CH2:16]([O:23][CH2:24][CH2:25][O:26][C:27]1[CH:32]=[CH:31][C:30]([NH:33][C:34](=[O:45])[CH2:35][C:36]2[C:41]([F:42])=[CH:40][C:39](Br)=[CH:38][C:37]=2[F:44])=[CH:29][C:28]=1[C:46]([F:49])([F:48])[F:47])[C:17]1[CH:22]=[CH:21][CH:20]=[CH:19][CH:18]=1.[C:50]([O-:53])([O-])=O.[Cs+].[Cs+]. The catalyst is O1CCOCC1.O.C1C=CC(P(C2C=CC=CC=2)[C-]2C=CC=C2)=CC=1.C1C=CC(P(C2C=CC=CC=2)[C-]2C=CC=C2)=CC=1.Cl[Pd]Cl.[Fe+2].C(Cl)Cl. The product is [CH2:16]([O:23][CH2:24][CH2:25][O:26][C:27]1[CH:32]=[CH:31][C:30]([NH:33][C:34](=[O:45])[CH2:35][C:36]2[C:41]([F:42])=[CH:40][C:39]([C:11]3[CH:12]=[N:13][C:14]([O:23][CH2:16][C:17]4[CH:22]=[CH:21][C:20]([O:53][CH3:50])=[CH:19][CH:18]=4)=[C:9]([O:26][CH2:25][CH3:24])[CH:10]=3)=[CH:38][C:37]=2[F:44])=[CH:29][C:28]=1[C:46]([F:49])([F:48])[F:47])[C:17]1[CH:22]=[CH:21][CH:20]=[CH:19][CH:18]=1. The yield is 0.351. (4) The yield is 0.390. The product is [Cl:17][C:18]1[C:19]([C:2]2[S:6][C:5]([C:7]([NH:9][C:10]3[CH:15]=[CH:14][CH:13]=[CH:12][C:11]=3[F:16])=[O:8])=[CH:4][CH:3]=2)=[CH:20][C:21]2[O:25][C:24]([CH3:26])=[N:23][C:22]=2[CH:27]=1. The catalyst is COCCOC.CCO.O.[Pd].C1(P(C2C=CC=CC=2)C2C=CC=CC=2)C=CC=CC=1.C1(P(C2C=CC=CC=2)C2C=CC=CC=2)C=CC=CC=1.C1(P(C2C=CC=CC=2)C2C=CC=CC=2)C=CC=CC=1.C1(P(C2C=CC=CC=2)C2C=CC=CC=2)C=CC=CC=1. The reactants are Br[C:2]1[S:6][C:5]([C:7]([NH:9][C:10]2[CH:15]=[CH:14][CH:13]=[CH:12][C:11]=2[F:16])=[O:8])=[CH:4][CH:3]=1.[Cl:17][C:18]1[C:19](B2OC(C)(C)C(C)(C)O2)=[CH:20][C:21]2[O:25][C:24]([CH3:26])=[N:23][C:22]=2[CH:27]=1.C(=O)([O-])[O-].[Na+].[Na+].CC(=O)OCC.[Cl-].[Na+].O. (5) The reactants are Br[CH2:2][CH2:3][O:4][C:5]1[CH:14]=[C:13]2[C:8]([C:9]([NH:15][C:16]3[CH:21]=[CH:20][C:19]([Cl:22])=[CH:18][C:17]=3[F:23])=[N:10][CH:11]=[N:12]2)=[CH:7][C:6]=1[O:24][CH3:25].[SH:26][C:27]1[N:31]([CH3:32])[N:30]=[N:29][N:28]=1. No catalyst specified. The product is [ClH:22].[Cl:22][C:19]1[CH:20]=[CH:21][C:16]([NH:15][C:9]2[C:8]3[C:13](=[CH:14][C:5]([O:4][CH2:3][CH2:2][S:26][C:27]4[N:31]([CH3:32])[N:30]=[N:29][N:28]=4)=[C:6]([O:24][CH3:25])[CH:7]=3)[N:12]=[CH:11][N:10]=2)=[C:17]([F:23])[CH:18]=1. The yield is 0.440. (6) The reactants are [Cl:1][C:2]1[CH:11]=[C:10]([CH3:12])[C:5]([C:6]([O:8]C)=O)=[C:4]([I:13])[CH:3]=1.BrN1C(=O)CCC1=O.C(OOC(=O)C1C=CC=CC=1)(=O)C1C=CC=CC=1.C(N(CC)CC)C.[F:47][C:48]1([F:61])[CH2:53][CH2:52][CH:51]([N:54]2[CH2:59][CH2:58][CH:57]([NH2:60])[CH2:56][CH2:55]2)[CH2:50][CH2:49]1. The catalyst is C(OC)(=O)C(C)(C)C.ClCCl.ClCCl.C(O)C. The product is [F:61][C:48]1([F:47])[CH2:53][CH2:52][CH:51]([N:54]2[CH2:55][CH2:56][CH:57]([N:60]3[CH2:12][C:10]4[C:5](=[C:4]([I:13])[CH:3]=[C:2]([Cl:1])[CH:11]=4)[C:6]3=[O:8])[CH2:58][CH2:59]2)[CH2:50][CH2:49]1. The yield is 0.450. (7) The reactants are [NH2:1][C:2]1[C:11]2[CH:10]=[CH:9][C:8]([F:12])=[C:7](Br)[C:6]=2[N:5]=[C:4]2[CH2:14][N:15]([CH2:18][CH3:19])[C:16](=[O:17])[C:3]=12.[CH3:20][O:21][C:22]1[CH:27]=[CH:26][CH:25]=[CH:24][C:23]=1B(O)O. No catalyst specified. The yield is 0.375. The product is [NH2:1][C:2]1[C:11]2[CH:10]=[CH:9][C:8]([F:12])=[C:7]([C:23]3[CH:24]=[CH:25][CH:26]=[CH:27][C:22]=3[O:21][CH3:20])[C:6]=2[N:5]=[C:4]2[CH2:14][N:15]([CH2:18][CH3:19])[C:16](=[O:17])[C:3]=12. (8) The reactants are Br[C:2]1[CH:3]=[C:4]2[C:10]([C:11]3[CH:16]=[CH:15][CH:14]=[CH:13][C:12]=3[O:17][CH3:18])=[CH:9][NH:8][C:5]2=[N:6][CH:7]=1.[CH3:19][O:20][C:21]1[CH:22]=[C:23](B2OC(C)(C)C(C)(C)O2)[CH:24]=[CH:25][C:26]=1[O:27][CH2:28][C:29]1[CH:34]=[CH:33][C:32]([O:35][CH3:36])=[CH:31][CH:30]=1.C(=O)([O-])[O-].[Na+].[Na+]. The catalyst is Cl[Pd-2](Cl)(P(C1C=CC=CC=1)(C1C=CC=CC=1)C1C=CC=CC=1)P(C1C=CC=CC=1)(C1C=CC=CC=1)C1C=CC=CC=1.C(#N)C. The product is [CH3:19][O:20][C:21]1[CH:22]=[C:23]([C:2]2[CH:3]=[C:4]3[C:10]([C:11]4[CH:16]=[CH:15][CH:14]=[CH:13][C:12]=4[O:17][CH3:18])=[CH:9][NH:8][C:5]3=[N:6][CH:7]=2)[CH:24]=[CH:25][C:26]=1[O:27][CH2:28][C:29]1[CH:30]=[CH:31][C:32]([O:35][CH3:36])=[CH:33][CH:34]=1. The yield is 0.500.